Dataset: Catalyst prediction with 721,799 reactions and 888 catalyst types from USPTO. Task: Predict which catalyst facilitates the given reaction. (1) Reactant: [OH-].[Na+].[CH3:3][C@@H:4]1[CH2:9][O:8][CH2:7][CH2:6][N:5]1[C:10]1[CH:15]=[C:14]([C:16]2([S@:19]([CH3:22])(=[NH:21])=[O:20])[CH2:18][CH2:17]2)[N:13]=[C:12]([C:23]2[CH:28]=[CH:27][N:26]=[C:25]3[N:29](S(C4C=CC(C)=CC=4)(=O)=O)[CH:30]=[CH:31][C:24]=23)[N:11]=1.Cl. Product: [CH3:3][C@@H:4]1[CH2:9][O:8][CH2:7][CH2:6][N:5]1[C:10]1[CH:15]=[C:14]([C:16]2([S@@:19]([CH3:22])(=[NH:21])=[O:20])[CH2:18][CH2:17]2)[N:13]=[C:12]([C:23]2[CH:28]=[CH:27][N:26]=[C:25]3[NH:29][CH:30]=[CH:31][C:24]=23)[N:11]=1. The catalyst class is: 149. (2) Reactant: [F:1][C:2]([F:25])([F:24])[C:3]1[CH:4]=[CH:5][C:6]([O:9][C:10]2[CH:11]=[C:12]([CH:16]=[C:17]3[CH2:22][CH2:21][CH:20]([NH2:23])[CH2:19][CH2:18]3)[CH:13]=[CH:14][CH:15]=2)=[N:7][CH:8]=1.[C:26](Cl)(=[O:33])[C:27]1[CH:32]=[CH:31][CH:30]=[N:29][CH:28]=1.C(N(CC)CC)C. Product: [F:25][C:2]([F:1])([F:24])[C:3]1[CH:4]=[CH:5][C:6]([O:9][C:10]2[CH:11]=[C:12]([CH:16]=[C:17]3[CH2:22][CH2:21][CH:20]([NH:23][C:26]([C:27]4[CH:28]=[N:29][CH:30]=[CH:31][CH:32]=4)=[O:33])[CH2:19][CH2:18]3)[CH:13]=[CH:14][CH:15]=2)=[N:7][CH:8]=1. The catalyst class is: 2. (3) Reactant: C(OC([NH:8][C@@H:9]1[C@H:14]([NH:15][C:16]2[N:21]=[C:20]([C:22]3[S:26][N:25]=[CH:24][CH:23]=3)[C:19]3[C:27](=[O:37])[N:28](C(OC(C)(C)C)=O)[CH2:29][C:18]=3[C:17]=2[F:38])[CH2:13][CH2:12][O:11][CH2:10]1)=O)(C)(C)C.Cl.O1CCOCC1.CCO. Product: [NH2:8][C@@H:9]1[C@H:14]([NH:15][C:16]2[N:21]=[C:20]([C:22]3[S:26][N:25]=[CH:24][CH:23]=3)[C:19]3[C:27](=[O:37])[NH:28][CH2:29][C:18]=3[C:17]=2[F:38])[CH2:13][CH2:12][O:11][CH2:10]1. The catalyst class is: 5.